Dataset: Catalyst prediction with 721,799 reactions and 888 catalyst types from USPTO. Task: Predict which catalyst facilitates the given reaction. (1) Reactant: [N+:1]([C:4]1[CH:5]=[C:6]2[C:11](=[CH:12][CH:13]=1)[CH2:10][O:9][CH2:8][CH2:7]2)([O-])=O. Product: [CH2:10]1[C:11]2[C:6](=[CH:5][C:4]([NH2:1])=[CH:13][CH:12]=2)[CH2:7][CH2:8][O:9]1. The catalyst class is: 29. (2) Reactant: [NH2:1][CH:2]1[CH2:7][CH2:6][CH:5]([C:8]([OH:10])=[O:9])[CH2:4][CH2:3]1.[CH3:11]CCCCC.C[Si](C=[N+]=[N-])(C)C. Product: [NH2:1][CH:2]1[CH2:7][CH2:6][CH:5]([C:8]([O:10][CH3:11])=[O:9])[CH2:4][CH2:3]1. The catalyst class is: 98.